Dataset: Full USPTO retrosynthesis dataset with 1.9M reactions from patents (1976-2016). Task: Predict the reactants needed to synthesize the given product. (1) Given the product [CH3:15][C:14]1[N:12]=[CH:13][O:11][C:10]=1[C:7]1[CH2:8][CH2:9][C@@H:4]([C:2]([CH3:3])=[CH2:1])[CH2:5][CH:6]=1, predict the reactants needed to synthesize it. The reactants are: [CH2:1]=[C:2]([C@@H:4]1[CH2:9][CH2:8][C:7]([CH:10]=[O:11])=[CH:6][CH2:5]1)[CH3:3].[N+:12]([CH:14](S(C1C=CC(C)=CC=1)(=O)=O)[CH3:15])#[C-:13].C([O-])([O-])=O.[K+].[K+]. (2) Given the product [Br:1][C:2]1[CH:3]=[C:4]2[N:10]([C:14]3[C:23]4[C:18](=[CH:19][C:20]([F:24])=[CH:21][CH:22]=4)[N:17]=[C:16]([C:25]4[CH:30]=[CH:29][CH:28]=[CH:27][N:26]=4)[C:15]=3[CH3:31])[CH2:9][C:8]([CH3:12])([CH3:11])[C:5]2=[N:6][CH:7]=1, predict the reactants needed to synthesize it. The reactants are: [Br:1][C:2]1[CH:3]=[C:4]2[NH:10][CH2:9][C:8]([CH3:12])([CH3:11])[C:5]2=[N:6][CH:7]=1.Cl[C:14]1[C:23]2[C:18](=[CH:19][C:20]([F:24])=[CH:21][CH:22]=2)[N:17]=[C:16]([C:25]2[CH:30]=[CH:29][CH:28]=[CH:27][N:26]=2)[C:15]=1[CH3:31].Cl.O1CCOCC1. (3) Given the product [C:26]1([CH:19]([C:20]2[CH:25]=[CH:24][CH:23]=[CH:22][CH:21]=2)[CH2:18][CH2:17][CH2:16][NH:15][C:13](=[O:14])[CH2:12][N:9]2[CH2:8][CH2:7][C:6]3[C:11](=[C:2]([NH:1][S:33]([CH3:32])(=[O:35])=[O:34])[CH:3]=[CH:4][CH:5]=3)[CH2:10]2)[CH:27]=[CH:28][CH:29]=[CH:30][CH:31]=1, predict the reactants needed to synthesize it. The reactants are: [NH2:1][C:2]1[CH:3]=[CH:4][CH:5]=[C:6]2[C:11]=1[CH2:10][N:9]([CH2:12][C:13]([NH:15][CH2:16][CH2:17][CH2:18][CH:19]([C:26]1[CH:31]=[CH:30][CH:29]=[CH:28][CH:27]=1)[C:20]1[CH:25]=[CH:24][CH:23]=[CH:22][CH:21]=1)=[O:14])[CH2:8][CH2:7]2.[CH3:32][S:33](Cl)(=[O:35])=[O:34].C(N(CC)CC)C.